Dataset: HIV replication inhibition screening data with 41,000+ compounds from the AIDS Antiviral Screen. Task: Binary Classification. Given a drug SMILES string, predict its activity (active/inactive) in a high-throughput screening assay against a specified biological target. (1) The compound is O=C1C=CC(=CC=C2C=CN(CCCCCCCCCCC(=O)NCCCCCCCCCCCC(=O)O)C=C2)C=C1.[KH]. The result is 0 (inactive). (2) The molecule is CC=C1CN2CCc3c([nH]c4ccccc34)C2CC1CC(=O)N(C)C. The result is 0 (inactive). (3) The drug is COc1ccc(C2(O)C(S(=O)(=O)c3ccc(C)cc3)=Cc3ccc(OC)cc32)cc1. The result is 0 (inactive). (4) The drug is COc1ccccc1NC(=O)C(=O)C1C(=O)Nc2ccccc2S1=O. The result is 0 (inactive). (5) The compound is CNC(=N)c1ccc(NC(=N)c2ccc(C(=N)Nc3ccc(C(=N)NC)cc3)cc2)cc1. The result is 0 (inactive). (6) The drug is c1cc2c(s1)-c1sccc1C21OCCO1. The result is 0 (inactive).